From a dataset of Peptide-MHC class II binding affinity with 134,281 pairs from IEDB. Regression. Given a peptide amino acid sequence and an MHC pseudo amino acid sequence, predict their binding affinity value. This is MHC class II binding data. (1) The peptide sequence is KVEFTGDLVVKALGA. The MHC is DRB4_0101 with pseudo-sequence DRB4_0103. The binding affinity (normalized) is 0.342. (2) The peptide sequence is YDKFLASVSTVLTGK. The MHC is DRB1_0101 with pseudo-sequence DRB1_0101. The binding affinity (normalized) is 0.819. (3) The peptide sequence is SGHESDSNSNEGRHHLLVSGAGDGPPL. The MHC is DRB1_0401 with pseudo-sequence DRB1_0401. The binding affinity (normalized) is 0.